Dataset: Reaction yield outcomes from USPTO patents with 853,638 reactions. Task: Predict the reaction yield, written as a fraction of the theoretical maximum amount of product (1.0 means a 100% yield; for example, 0.34 means a 34% yield). (1) The reactants are [NH2:1][CH2:2][C:3]1[CH:8]=[CH:7][CH:6]=[CH:5][C:4]=1[NH2:9].C(N(CC)CC)C.[C:17](Cl)(Cl)=[S:18].[OH-].[K+]. The catalyst is CCOCC. The product is [NH:9]1[C:4]2[C:3](=[CH:8][CH:7]=[CH:6][CH:5]=2)[CH2:2][NH:1][C:17]1=[S:18]. The yield is 0.870. (2) The reactants are [Cl:1][C:2]1[CH:7]=[CH:6][CH:5]=[CH:4][C:3]=1[C:8]1[N+:9]([O-])=[CH:10][C:11]2[C:16]([CH:17]=1)=[CH:15][N:14]=[C:13]([NH:18][C:19]([CH:21]1[CH2:23][CH2:22]1)=[O:20])[CH:12]=2.P(Cl)(Cl)Cl. The catalyst is ClCCl. The product is [Cl:1][C:2]1[CH:7]=[CH:6][CH:5]=[CH:4][C:3]=1[C:8]1[CH:17]=[C:16]2[C:11]([CH:12]=[C:13]([NH:18][C:19]([CH:21]3[CH2:22][CH2:23]3)=[O:20])[N:14]=[CH:15]2)=[CH:10][N:9]=1. The yield is 0.460. (3) The reactants are Cl[C:2]1[CH:7]=[C:6]([CH:8]2[CH2:13][CH2:12][O:11][CH2:10][CH2:9]2)[CH:5]=[C:4]([Cl:14])[N:3]=1.[NH2:15][C:16]1[CH:21]=[C:20]([C:22]#[N:23])[CH:19]=[CH:18][N:17]=1.C(=O)([O-])[O-].[Cs+].[Cs+].O1CCOCC1. The catalyst is C(OCC)(=O)C.C1(P(C2C=CC=CC=2)C2C=CC3C(=CC=CC=3)C=2C2C3C(=CC=CC=3)C=CC=2P(C2C=CC=CC=2)C2C=CC=CC=2)C=CC=CC=1. The product is [Cl:14][C:4]1[N:3]=[C:2]([NH:15][C:16]2[CH:21]=[C:20]([CH:19]=[CH:18][N:17]=2)[C:22]#[N:23])[CH:7]=[C:6]([CH:8]2[CH2:13][CH2:12][O:11][CH2:10][CH2:9]2)[CH:5]=1. The yield is 0.510. (4) The catalyst is O1CCCC1. The yield is 0.280. The reactants are [H-].[Al+3].[Li+].[H-].[H-].[H-].[Cl-].[Al+3].[Cl-].[Cl-].[N:11]1([CH2:20][C:21]2[N:25]([CH2:26][C:27]([NH:29][CH3:30])=O)[C:24]3[CH:31]=[CH:32][CH:33]=[CH:34][C:23]=3[N:22]=2)[C:15]2[CH:16]=[CH:17][CH:18]=[CH:19][C:14]=2[N:13]=[N:12]1. The product is [N:11]1([CH2:20][C:21]2[N:25]([CH2:26][CH2:27][NH:29][CH3:30])[C:24]3[CH:31]=[CH:32][CH:33]=[CH:34][C:23]=3[N:22]=2)[C:15]2[CH:16]=[CH:17][CH:18]=[CH:19][C:14]=2[N:13]=[N:12]1. (5) The reactants are COP(C(P(=O)(OC)OC)[CH2:8][C:9]1[CH:14]=[CH:13][C:12]([N+:15]([O-:17])=[O:16])=[CH:11][CH:10]=1)(OC)=O.[CH2:24]([P:33](=[O:40])([O:37][CH2:38][CH3:39])[O:34][CH2:35][CH3:36])[P:25](=[O:32])([O:29][CH2:30][CH3:31])[O:26][CH2:27][CH3:28]. No catalyst specified. The product is [CH2:38]([O:37][P:33]([CH:24]([P:25](=[O:32])([O:29][CH2:30][CH3:31])[O:26][CH2:27][CH3:28])[CH2:8][C:9]1[CH:14]=[CH:13][C:12]([N+:15]([O-:17])=[O:16])=[CH:11][CH:10]=1)([O:34][CH2:35][CH3:36])=[O:40])[CH3:39]. The yield is 0.340. (6) The reactants are [OH:1][C:2]12[CH2:11][CH:6]3[CH2:7][CH:8]([CH2:10][C:4]([C:12]([OH:14])=O)([CH2:5]3)[CH2:3]1)[CH2:9]2.[S:15]1[CH:19]=[CH:18][CH:17]=[C:16]1[CH2:20]N.[CH2:22]([N:24](CC)CC)C.CCN=C=NCCCN(C)C. The catalyst is C(Cl)Cl.CN(C1C=CN=CC=1)C. The product is [S:15]1[CH:19]=[CH:18][CH:17]=[C:16]1[CH2:20][CH2:22][NH:24][C:12]([C:4]12[CH2:5][CH:6]3[CH2:7][CH:8]([CH2:9][C:2]([OH:1])([CH2:11]3)[CH2:3]1)[CH2:10]2)=[O:14]. The yield is 0.870. (7) The reactants are C([NH:9][C:10]1[N:18]=[CH:17][N:16]=[C:15]2[C:11]=1[N:12]=[CH:13][N:14]2[C@@H:19]1[S:28][C@H:27]([CH2:29][OH:30])[C@@H:22]([O:23]C(=O)C)[C@@:20]1(C(=O)C)[OH:21])(=O)C1C=CC=CC=1.P(Cl)([O-])OCC1C(=CC=CC=1)O.[P:46]([O:58]C[C@H]1S[C@@H](N2C=CC(=O)NC2=O)[C@H](O)[C@@H]1O)([O:49][P:50]([O:53][P:54](O)([OH:56])=[O:55])([OH:52])=[O:51])(=[O:48])[OH:47]. No catalyst specified. The product is [P:54]([O:30][CH2:29][C@H:27]1[S:28][C@@H:19]([N:14]2[C:15]3[N:16]=[CH:17][N:18]=[C:10]([NH2:9])[C:11]=3[N:12]=[CH:13]2)[C@H:20]([OH:21])[C@@H:22]1[OH:23])([O:53][P:50]([O:49][P:46]([OH:48])([OH:58])=[O:47])([OH:52])=[O:51])(=[O:55])[OH:56]. The yield is 0.680. (8) The reactants are [OH:1][CH:2]1[CH2:7][CH2:6][CH:5]([C@H:8]([NH:10][C:11]2[N:16]=[C:15]([C:17]3[C:25]4[C:20](=[N:21][CH:22]=[C:23]([C:26]([F:29])([F:28])[F:27])[CH:24]=4)[N:19]([S:30]([C:33]4[CH:39]=[CH:38][C:36]([CH3:37])=[CH:35][CH:34]=4)(=[O:32])=[O:31])[CH:18]=3)[C:14]([C:40]#[N:41])=[CH:13][N:12]=2)[CH3:9])[CH2:4][CH2:3]1.CC(OI1(OC(C)=O)(OC(C)=O)OC(=O)C2C=CC=CC1=2)=O. The catalyst is ClCCl. The product is [O:1]=[C:2]1[CH2:3][CH2:4][CH:5]([C@H:8]([NH:10][C:11]2[N:16]=[C:15]([C:17]3[C:25]4[C:20](=[N:21][CH:22]=[C:23]([C:26]([F:29])([F:27])[F:28])[CH:24]=4)[N:19]([S:30]([C:33]4[CH:34]=[CH:35][C:36]([CH3:37])=[CH:38][CH:39]=4)(=[O:31])=[O:32])[CH:18]=3)[C:14]([C:40]#[N:41])=[CH:13][N:12]=2)[CH3:9])[CH2:6][CH2:7]1. The yield is 0.930. (9) The reactants are [NH2:1][C:2]1[N:3]=[CH:4][C:5]([C:9]2[CH:14]=[CH:13][C:12]([C:15]3([C:21]#[N:22])[CH2:20][CH2:19][O:18][CH2:17][CH2:16]3)=[CH:11][CH:10]=2)=[N:6][C:7]=1Br.CC1(C)C(C)(C)OB([C:31]2[CH:32]=[CH:33][C:34]3[C:40](=[O:41])[NH:39][CH2:38][CH2:37][NH:36][C:35]=3[CH:42]=2)O1. No catalyst specified. The product is [NH2:1][C:2]1[N:3]=[CH:4][C:5]([C:9]2[CH:14]=[CH:13][C:12]([C:15]3([C:21]#[N:22])[CH2:20][CH2:19][O:18][CH2:17][CH2:16]3)=[CH:11][CH:10]=2)=[N:6][C:7]=1[C:31]1[CH:32]=[CH:33][C:34]2[C:40](=[O:41])[NH:39][CH2:38][CH2:37][NH:36][C:35]=2[CH:42]=1. The yield is 0.330. (10) The reactants are [NH2:1][C:2]1[CH:6]=[C:5]([C:7]2[CH:12]=[CH:11][C:10]([F:13])=[CH:9][CH:8]=2)[S:4][C:3]=1[C:14]#[N:15].[CH3:16][O:17][C:18]1[CH:26]=[CH:25][CH:24]=[CH:23][C:19]=1[C:20](Cl)=[O:21]. The catalyst is N1C=CC=CC=1. The product is [C:14]([C:3]1[S:4][C:5]([C:7]2[CH:8]=[CH:9][C:10]([F:13])=[CH:11][CH:12]=2)=[CH:6][C:2]=1[NH:1][C:20](=[O:21])[C:19]1[CH:23]=[CH:24][CH:25]=[CH:26][C:18]=1[O:17][CH3:16])#[N:15]. The yield is 0.740.